Dataset: Forward reaction prediction with 1.9M reactions from USPTO patents (1976-2016). Task: Predict the product of the given reaction. (1) Given the reactants [F:1][C:2]([F:24])([F:23])[C:3]1[C:4]([C:9]2[CH:14]=[CH:13][C:12](OS(C(F)(F)F)(=O)=O)=[CH:11][N:10]=2)=[N:5][CH:6]=[CH:7][CH:8]=1.CC1(C)C(C)(C)OB(B2OC(C)(C)C(C)(C)O2)O1.CC([O-])=O.[K+].Cl[C:49]1[CH:54]=[C:53]([C:55]2[CH:60]=[CH:59][C:58]([F:61])=[C:57]([Cl:62])[CH:56]=2)[N:52]=[C:51]([N:63]2[CH2:68][CH2:67][O:66][CH2:65][CH2:64]2)[N:50]=1.[O-]P([O-])([O-])=O.[K+].[K+].[K+], predict the reaction product. The product is: [Cl:62][C:57]1[CH:56]=[C:55]([C:53]2[N:52]=[C:51]([N:63]3[CH2:64][CH2:65][O:66][CH2:67][CH2:68]3)[N:50]=[C:49]([C:12]3[CH:13]=[CH:14][C:9]([C:4]4[C:3]([C:2]([F:1])([F:23])[F:24])=[CH:8][CH:7]=[CH:6][N:5]=4)=[N:10][CH:11]=3)[CH:54]=2)[CH:60]=[CH:59][C:58]=1[F:61]. (2) Given the reactants CC1(C)C(C)(C)OB([C:9]2[CH2:10][CH2:11][O:12][CH2:13][CH:14]=2)O1.Br[C:17]1[C:25]2[C:20](=[CH:21][CH:22]=[C:23]([N+:26]([O-:28])=[O:27])[CH:24]=2)[N:19]([C:29]([C:42]2[CH:47]=[CH:46][CH:45]=[CH:44][CH:43]=2)([C:36]2[CH:41]=[CH:40][CH:39]=[CH:38][CH:37]=2)[C:30]2[CH:35]=[CH:34][CH:33]=[CH:32][CH:31]=2)[N:18]=1.P([O-])([O-])([O-])=O.[K+].[K+].[K+], predict the reaction product. The product is: [O:12]1[CH2:13][CH:14]=[C:9]([C:17]2[C:25]3[C:20](=[CH:21][CH:22]=[C:23]([N+:26]([O-:28])=[O:27])[CH:24]=3)[N:19]([C:29]([C:42]3[CH:47]=[CH:46][CH:45]=[CH:44][CH:43]=3)([C:30]3[CH:31]=[CH:32][CH:33]=[CH:34][CH:35]=3)[C:36]3[CH:41]=[CH:40][CH:39]=[CH:38][CH:37]=3)[N:18]=2)[CH2:10][CH2:11]1. (3) Given the reactants OC(CCCC#C)CCCCCC=O.[CH:15]1([O:29][Si:30]([CH2:35][CH3:36])([CH2:33][CH3:34])[CH2:31][CH3:32])[CH2:28][CH2:27][CH2:26][CH2:25][CH2:24][CH2:23][CH2:22][CH2:21][CH2:20][CH2:19][CH2:18]C=C1.ICCC.Cl.CC(C)([O-])C.[K+].C([SiH](CC)CC)C.[C:55]([O:58]C(CCCCCCC=O)CCC#C)(=[O:57])[CH3:56], predict the reaction product. The product is: [C:55]([O:58][CH:24]1[CH2:23][CH2:22][CH2:21][CH2:20][CH2:19][CH2:18][CH:15]([O:29][Si:30]([CH2:31][CH3:32])([CH2:33][CH3:34])[CH2:35][CH3:36])[CH:28]=[CH:27][CH2:26][CH2:25]1)(=[O:57])[CH3:56]. (4) Given the reactants [CH2:1]([C:3]1[CH:29]=[CH:28][CH:27]=[CH:26][C:4]=1[O:5][C:6]1[CH:11]=[CH:10][CH:9]=[CH:8][C:7]=1[C@:12]([C@@H:20]1[CH2:25][CH2:24][CH2:23][NH:22][CH2:21]1)([OH:19])[CH2:13][CH2:14][CH2:15][CH2:16][O:17][CH3:18])[CH3:2].N1C=CC=CC=1.[Cl:36][C:37](Cl)([O:39]C(=O)OC(Cl)(Cl)Cl)Cl, predict the reaction product. The product is: [CH2:1]([C:3]1[CH:29]=[CH:28][CH:27]=[CH:26][C:4]=1[O:5][C:6]1[CH:11]=[CH:10][CH:9]=[CH:8][C:7]=1[C@:12]([C@@H:20]1[CH2:25][CH2:24][CH2:23][N:22]([C:37]([Cl:36])=[O:39])[CH2:21]1)([OH:19])[CH2:13][CH2:14][CH2:15][CH2:16][O:17][CH3:18])[CH3:2]. (5) Given the reactants O1CCCC1.CCCCCCC.[C:13]([OH:22])(=[O:21])[CH:14]([CH:16]([C:18]([OH:20])=[O:19])[OH:17])[OH:15].[CH3:23][C@@:24]12[C:32](=[O:33])[CH2:31][CH2:30][C@H:29]1[C@@H:28]1[CH2:34][CH:35]=[C:36]3[CH2:41][C@@H:40]([OH:42])[CH2:39][CH2:38][C@:37]3([CH3:43])[C@H:27]1[CH2:26][CH2:25]2, predict the reaction product. The product is: [CH3:23][C@@:24]12[C:32](=[O:33])[CH2:31][CH2:30][C@H:29]1[C@@H:28]1[CH2:34][CH:35]=[C:36]3[CH2:41][C@@H:40]([OH:42])[CH2:39][CH2:38][C@:37]3([CH3:43])[C@H:27]1[CH2:26][CH2:25]2.[C:13]([OH:22])(=[O:21])[CH:14]([CH:16]([C:18]([OH:20])=[O:19])[OH:17])[OH:15]. (6) Given the reactants [Cl-:1].[Al+3].[Cl-].[Cl-].C1COCC1.[H-].[H-].[H-].[H-].[Li+].[Al+3].[Cl:16][C:17]1[CH:22]=[CH:21][C:20]([CH2:23][CH:24]([C:27]2[N:28]=[CH:29][NH:30][CH:31]=2)[C:25]#[N:26])=[CH:19][CH:18]=1, predict the reaction product. The product is: [ClH:16].[ClH:1].[Cl:16][C:17]1[CH:18]=[CH:19][C:20]([CH2:23][CH:24]([C:27]2[N:28]=[CH:29][NH:30][CH:31]=2)[CH2:25][NH2:26])=[CH:21][CH:22]=1. (7) Given the reactants [CH3:1][C:2]1([CH2:12][OH:13])[O:11][CH2:10][C:5]2([O:9][CH2:8][CH2:7][O:6]2)[CH2:4][O:3]1.[H-].[Na+].Cl[C:17]1[CH:22]=[CH:21][N+:20]([O-:23])=[C:19]([CH3:24])[C:18]=1[CH3:25], predict the reaction product. The product is: [CH3:24][C:19]1[C:18]([CH3:25])=[C:17]([O:13][CH2:12][C:2]2([CH3:1])[O:3][CH2:4][C:5]3([O:6][CH2:7][CH2:8][O:9]3)[CH2:10][O:11]2)[CH:22]=[CH:21][N+:20]=1[O-:23]. (8) Given the reactants [OH-].[NH4+:2].[O:3]1[CH2:8][CH2:7][CH:6]([C:9]([O:11]C)=O)[CH2:5][CH2:4]1, predict the reaction product. The product is: [O:3]1[CH2:8][CH2:7][CH:6]([C:9]([NH2:2])=[O:11])[CH2:5][CH2:4]1.